From a dataset of Reaction yield outcomes from USPTO patents with 853,638 reactions. Predict the reaction yield, written as a fraction of the theoretical maximum amount of product (1.0 means a 100% yield; for example, 0.34 means a 34% yield). (1) The reactants are [NH2:1][C:2]1[CH:3]=[C:4]([C:9]2[CH:10]=[CH:11][C:12]3[O:18][CH2:17][CH2:16][N:15]([C:19]([O:21][CH2:22][CH:23]=[CH2:24])=[O:20])[CH2:14][C:13]=3[CH:25]=2)[CH:5]=[CH:6][C:7]=1[NH2:8]. The catalyst is C(O)(=O)C. The product is [CH3:22][O:21][C:19]([NH:15][C:14]1[NH:8][C:7]2[CH:6]=[CH:5][C:4]([C:9]3[CH:10]=[CH:11][C:12]4[O:18][CH2:17][CH2:16][N:15]([C:19]([O:21][CH2:22][CH:23]=[CH2:24])=[O:20])[CH2:14][C:13]=4[CH:25]=3)=[CH:3][C:2]=2[N:1]=1)=[O:20]. The yield is 1.00. (2) The reactants are [NH2:1][C:2]1[S:3][C:4]2[CH:10]=[C:9]([O:11]C)[CH:8]=[CH:7][C:5]=2[N:6]=1.B(Br)(Br)Br. The catalyst is ClCCl. The product is [NH2:1][C:2]1[S:3][C:4]2[CH:10]=[C:9]([OH:11])[CH:8]=[CH:7][C:5]=2[N:6]=1. The yield is 0.790. (3) The reactants are [CH2:1]([N:3]1[CH:7]=[C:6]([C:8]2[C:12]([CH3:13])=[C:11]([NH2:14])[N:10]([C:15]3[CH:20]=[CH:19][CH:18]=[CH:17][CH:16]=3)[N:9]=2)[CH:5]=[N:4]1)[CH3:2].[OH-].[Na+].Cl[C:24]([O:26][C:27]1[CH:32]=[CH:31][CH:30]=[CH:29][CH:28]=1)=[O:25]. The catalyst is CCOC(C)=O. The product is [CH2:1]([N:3]1[CH:7]=[C:6]([C:8]2[C:12]([CH3:13])=[C:11]([NH:14][C:24](=[O:25])[O:26][C:27]3[CH:32]=[CH:31][CH:30]=[CH:29][CH:28]=3)[N:10]([C:15]3[CH:20]=[CH:19][CH:18]=[CH:17][CH:16]=3)[N:9]=2)[CH:5]=[N:4]1)[CH3:2]. The yield is 1.00. (4) The product is [CH3:1][O:2][C:3]1[CH:9]=[C:8]([CH3:10])[C:6]([NH:7][C:20](=[O:21])[O:22][C:23]([CH3:26])([CH3:25])[CH3:24])=[C:5]([CH3:11])[C:4]=1[CH3:12]. The reactants are [CH3:1][O:2][C:3]1[CH:9]=[C:8]([CH3:10])[C:6]([NH2:7])=[C:5]([CH3:11])[C:4]=1[CH3:12].C(N(CC)CC)C.[C:20](O[C:20]([O:22][C:23]([CH3:26])([CH3:25])[CH3:24])=[O:21])([O:22][C:23]([CH3:26])([CH3:25])[CH3:24])=[O:21]. The catalyst is O1CCCC1. The yield is 0.750. (5) The reactants are [C:1]1([CH2:7][CH2:8][CH2:9][CH2:10][C:11]2[O:12][C:13]3[C:22]4[C:21](=[CH:23][CH2:24][NH:25][C:26](=[O:29])[CH2:27][CH3:28])[CH2:20][CH2:19][C:18]=4[CH:17]=[CH:16][C:14]=3[N:15]=2)[CH:6]=[CH:5][CH:4]=[CH:3][CH:2]=1. The catalyst is CO.[C].[Pd]. The product is [C:1]1([CH2:7][CH2:8][CH2:9][CH2:10][C:11]2[O:12][C:13]3[C:22]4[CH:21]([CH2:23][CH2:24][NH:25][C:26](=[O:29])[CH2:27][CH3:28])[CH2:20][CH2:19][C:18]=4[CH:17]=[CH:16][C:14]=3[N:15]=2)[CH:6]=[CH:5][CH:4]=[CH:3][CH:2]=1. The yield is 0.870. (6) The reactants are Br[C:2]1[C:10]2[C:5](=[CH:6][CH:7]=[CH:8][CH:9]=2)[NH:4][N:3]=1.[Li]CCCC.[Li]C(C)(C)C.[F:21][C:22]([F:42])([F:41])[C:23]([C:25]1[CH:26]=[C:27]2[C:31](=[CH:32][CH:33]=1)[N:30]([C:34]1[CH:39]=[CH:38][C:37]([F:40])=[CH:36][CH:35]=1)[N:29]=[CH:28]2)=[O:24]. The catalyst is CCOCC.CCCCC.[Cl-].[NH4+]. The product is [F:42][C:22]([F:21])([F:41])[C:23]([C:25]1[CH:26]=[C:27]2[C:31](=[CH:32][CH:33]=1)[N:30]([C:34]1[CH:39]=[CH:38][C:37]([F:40])=[CH:36][CH:35]=1)[N:29]=[CH:28]2)([C:2]1[C:10]2[C:5](=[CH:6][CH:7]=[CH:8][CH:9]=2)[NH:4][N:3]=1)[OH:24]. The yield is 0.190. (7) The reactants are Cl.Cl[CH2:3][CH2:4][NH:5][CH2:6][CH2:7]Cl.[O:9]1[CH2:14][CH2:13][O:12][C:11]2[C:15]([NH2:19])=[CH:16][CH:17]=[CH:18][C:10]1=2. The catalyst is ClC1C=CC=CC=1. The product is [O:9]1[CH2:14][CH2:13][O:12][C:11]2[C:15]([N:19]3[CH2:7][CH2:6][NH:5][CH2:4][CH2:3]3)=[CH:16][CH:17]=[CH:18][C:10]1=2. The yield is 0.510.